From a dataset of Aqueous solubility values for 9,982 compounds from the AqSolDB database. Regression/Classification. Given a drug SMILES string, predict its absorption, distribution, metabolism, or excretion properties. Task type varies by dataset: regression for continuous measurements (e.g., permeability, clearance, half-life) or binary classification for categorical outcomes (e.g., BBB penetration, CYP inhibition). For this dataset (solubility_aqsoldb), we predict Y. (1) The compound is CCOC(=O)CC1(C)OCCO1. The Y is -0.145 log mol/L. (2) The drug is O=C1CCCCCN1C(=O)c1ccccc1. The Y is -2.17 log mol/L. (3) The Y is -2.89 log mol/L. The molecule is O=C(OC[C@H]1O[C@@H](Oc2ccccc2CO)[C@H](O)[C@@H](O)[C@@H]1O)c1ccccc1. (4) The molecule is CC(C)CC(NC(=O)CC(O)C(CC1CCCCC1)NC(=O)C(Cc1c[nH]cn1)NC(=O)C(Cc1ccccc1)NC(=O)OC(C)(C)C)C(=O)NCc1cccc(CN)c1. The Y is -4.70 log mol/L. (5) The drug is O=c1c2ccccc2[nH]c2cc3c(=O)c4ccccc4[nH]c3cc12. The Y is -7.48 log mol/L. (6) The drug is O=c1cnc2[nH]c(=O)[nH]c(=O)c2[nH]1. The Y is -3.13 log mol/L.